This data is from Full USPTO retrosynthesis dataset with 1.9M reactions from patents (1976-2016). The task is: Predict the reactants needed to synthesize the given product. (1) Given the product [I:1][C:2]1[S:6][C:5]2[CH:7]=[C:15]3[C:14](=[O:17])[C:13]4[C:12](=[CH:9][C:4]5[CH:3]=[C:2]([I:1])[S:6][C:5]=5[CH:7]=4)[C:11](=[O:18])[C:16]3=[CH:9][C:4]=2[CH:3]=1, predict the reactants needed to synthesize it. The reactants are: [I:1][C:2]1[S:6][C:5]([CH:7]=O)=[C:4]([CH:9]=O)[CH:3]=1.[C:11]1(=[O:18])[CH2:16][CH2:15][C:14](=[O:17])[CH2:13][CH2:12]1.[OH-].[K+]. (2) The reactants are: [O:1]=[C:2]1[NH:10][C:5]2=[N:6][CH:7]=[CH:8][CH:9]=[C:4]2[N:3]1[CH:11]1[CH2:16][CH2:15][N:14]([C:17]([O:19][C@H:20]2[C:26]3=[N:27][CH:28]=[CH:29][CH:30]=[C:25]3[C@H:24]([OH:31])[C@H:23]([C:32]3[CH:37]=[CH:36][CH:35]=[C:34]([F:38])[C:33]=3[F:39])[CH2:22][CH2:21]2)=[O:18])[CH2:13][CH2:12]1.O=C1NC2=NC=CC=C2N1C1CCN(C(O[C@H]2C3=NC=CC=C3[C@@H](O)[C@@H](C3C=CC=C(F)C=3F)CC2)=O)CC1.O=C1NC2=NC=CC=C2N1C1CCN(C(O[C@H]2C3=NC=CC=C3C(=O)C(C3C=CC=C(F)C=3F)CC2)=O)CC1.[BH4-].[Na+].C(=O)(O)[O-].[Na+]. Given the product [O:1]=[C:2]1[NH:10][C:5]2=[N:6][CH:7]=[CH:8][CH:9]=[C:4]2[N:3]1[CH:11]1[CH2:12][CH2:13][N:14]([C:17]([O:19][C@H:20]2[C:26]3=[N:27][CH:28]=[CH:29][CH:30]=[C:25]3[C@@H:24]([OH:31])[C@H:23]([C:32]3[CH:37]=[CH:36][CH:35]=[C:34]([F:38])[C:33]=3[F:39])[CH2:22][CH2:21]2)=[O:18])[CH2:15][CH2:16]1, predict the reactants needed to synthesize it. (3) Given the product [CH:16]([N:13]1[CH2:14][CH2:15][N:10]([C:8]([C:6]2[CH:5]=[CH:4][N:3]=[C:2]([NH:32][CH2:29][CH2:30][N:28]3[CH2:20][CH2:21][CH2:22][CH2:26][CH2:27]3)[CH:7]=2)=[O:9])[CH2:11][CH2:12]1)([CH3:18])[CH3:17], predict the reactants needed to synthesize it. The reactants are: Cl[C:2]1[CH:7]=[C:6]([C:8]([N:10]2[CH2:15][CH2:14][N:13]([CH:16]([CH3:18])[CH3:17])[CH2:12][CH2:11]2)=[O:9])[CH:5]=[CH:4][N:3]=1.Cl[C:20]1[CH:21]=[C:22]([CH:26]=[CH:27][N:28]=1)C(O)=O.[CH:29]([N:32]1CCNCC1)(C)[CH3:30]. (4) Given the product [CH3:11][C:4]1[CH:3]=[C:2]([Cl:1])[CH:10]=[CH:9][C:5]=1[C:6]([NH2:22])=[O:7], predict the reactants needed to synthesize it. The reactants are: [Cl:1][C:2]1[CH:10]=[CH:9][C:5]([C:6](O)=[O:7])=[C:4]([CH3:11])[CH:3]=1.ClCCl.C(Cl)(=O)C(Cl)=O.C[N:22](C=O)C. (5) Given the product [C:1]([C:5]1[CH:10]=[CH:9][C:8](/[CH:11]=[CH:12]/[C:13]([O:15][C:16]([CH3:19])([CH3:18])[CH3:17])=[O:14])=[CH:7][C:6]=1[N+:20]([O-:22])=[O:21])#[N:2], predict the reactants needed to synthesize it. The reactants are: [C-:1]#[N:2].[K+].F[C:5]1[CH:10]=[CH:9][C:8](/[CH:11]=[CH:12]/[C:13]([O:15][C:16]([CH3:19])([CH3:18])[CH3:17])=[O:14])=[CH:7][C:6]=1[N+:20]([O-:22])=[O:21]. (6) Given the product [CH3:1][O:2][C:3](=[O:32])[C@H:4]([CH2:28][CH2:29][S:30][CH3:31])[NH:5][C:6](=[O:27])[C:7]1[CH:12]=[CH:11][C:10]([CH2:13][CH2:14][N:15]2[CH:19]=[CH:18][N:17]=[CH:16]2)=[CH:9][C:8]=1[C:20]1[CH:25]=[CH:24][CH:23]=[CH:22][C:21]=1[CH3:26], predict the reactants needed to synthesize it. The reactants are: [CH3:1][O:2][C:3](=[O:32])[C@H:4]([CH2:28][CH2:29][S:30][CH3:31])[NH:5][C:6](=[O:27])[C:7]1[CH:12]=[CH:11][C:10]([CH:13]=[CH:14][N:15]2[CH:19]=[CH:18][N:17]=[CH:16]2)=[CH:9][C:8]=1[C:20]1[CH:25]=[CH:24][CH:23]=[CH:22][C:21]=1[CH3:26].